Dataset: Forward reaction prediction with 1.9M reactions from USPTO patents (1976-2016). Task: Predict the product of the given reaction. The product is: [CH:1]([O:3][C:4]([N:6]1[CH2:30][C@:29]2([C:31](=[O:38])[CH2:32][F:57])[C@@H:8]([CH2:9][C@H:10]3[C@H:23]4[C@@:14]([F:27])([C@:15]5([CH3:26])[C:20]([C@@H:21]([F:24])[CH2:22]4)=[CH:19][C:18](=[O:25])[CH:17]=[CH:16]5)[C@@H:13]([OH:28])[CH2:12][C@@:11]32[CH3:39])[CH2:7]1)=[O:5])=[CH2:2]. Given the reactants [CH:1]([O:3][C:4]([N:6]1[CH2:30][C@:29]2([C:31](=[O:38])[CH2:32]OS(C)(=O)=O)[C@@H:8]([CH2:9][C@H:10]3[C@H:23]4[C@@:14]([F:27])([C@:15]5([CH3:26])[C:20]([C@@H:21]([F:24])[CH2:22]4)=[CH:19][C:18](=[O:25])[CH:17]=[CH:16]5)[C@@H:13]([OH:28])[CH2:12][C@@:11]32[CH3:39])[CH2:7]1)=[O:5])=[CH2:2].CCCC[N+](CCCC)(CCCC)CCCC.[F-:57].[F-].[K+], predict the reaction product.